Dataset: Catalyst prediction with 721,799 reactions and 888 catalyst types from USPTO. Task: Predict which catalyst facilitates the given reaction. (1) Reactant: [CH2:1]([O:8][C:9](Cl)=[O:10])[C:2]1[CH:7]=[CH:6][CH:5]=[CH:4][CH:3]=1.[OH:12][CH2:13][CH2:14][N:15]1[CH2:20][CH2:19][NH:18][CH2:17][CH2:16]1.[OH-].[Na+]. Product: [OH:12][CH2:13][CH2:14][N:15]1[CH2:20][CH2:19][N:18]([C:9]([O:8][CH2:1][C:2]2[CH:7]=[CH:6][CH:5]=[CH:4][CH:3]=2)=[O:10])[CH2:17][CH2:16]1. The catalyst class is: 47. (2) Reactant: [CH2:1]([O:8][C:9]1[CH:14]=[CH:13][C:12]([NH:15][C:16]([S:20][CH3:21])=[CH:17][C:18]#[N:19])=[CH:11][C:10]=1[O:22][CH3:23])[C:2]1[CH:7]=[CH:6][CH:5]=[CH:4][CH:3]=1.P(Cl)(Cl)(Cl)=O.CN(C)[C:31](=O)[CH3:32]. Product: [CH2:1]([O:8][C:9]1[CH:14]=[C:13]2[C:12](=[CH:11][C:10]=1[O:22][CH3:23])[N:15]=[C:16]([S:20][CH3:21])[C:17]([C:18]#[N:19])=[C:31]2[CH3:32])[C:2]1[CH:3]=[CH:4][CH:5]=[CH:6][CH:7]=1. The catalyst class is: 159.